From a dataset of Peptide-MHC class II binding affinity with 134,281 pairs from IEDB. Regression. Given a peptide amino acid sequence and an MHC pseudo amino acid sequence, predict their binding affinity value. This is MHC class II binding data. The peptide sequence is EADYSQIPISINYRT. The MHC is HLA-DQA10102-DQB10602 with pseudo-sequence HLA-DQA10102-DQB10602. The binding affinity (normalized) is 0.228.